This data is from Full USPTO retrosynthesis dataset with 1.9M reactions from patents (1976-2016). The task is: Predict the reactants needed to synthesize the given product. (1) Given the product [CH3:44][N:43]([CH3:45])[CH2:42][CH2:41][N:17]1[N:18]=[N:19][C:15]([CH2:14][C:12]2[CH:11]=[CH:10][C:9]([NH:20][C:21]([C:23]3[N:24]([CH2:30][O:31][CH2:32][CH2:33][Si:34]([CH3:35])([CH3:37])[CH3:36])[CH:25]=[C:26]([C:28]#[N:29])[N:27]=3)=[O:22])=[C:8]([C:5]3[CH2:6][CH2:7][C:2]([CH3:38])([CH3:1])[CH2:3][CH:4]=3)[CH:13]=2)=[N:16]1, predict the reactants needed to synthesize it. The reactants are: [CH3:1][C:2]1([CH3:38])[CH2:7][CH2:6][C:5]([C:8]2[CH:13]=[C:12]([CH2:14][C:15]3[NH:19][N:18]=[N:17][N:16]=3)[CH:11]=[CH:10][C:9]=2[NH:20][C:21]([C:23]2[N:24]([CH2:30][O:31][CH2:32][CH2:33][Si:34]([CH3:37])([CH3:36])[CH3:35])[CH:25]=[C:26]([C:28]#[N:29])[N:27]=2)=[O:22])=[CH:4][CH2:3]1.Cl.Cl[CH2:41][CH2:42][N:43]([CH3:45])[CH3:44].CCN(C(C)C)C(C)C. (2) Given the product [C:2]([C:4]1[CH:18]=[CH:17][C:7]([C:8]([NH:10][CH:11]2[CH2:16][CH2:15][N:14]([CH2:33][CH2:32][C:23]3[C:22]([CH3:21])=[C:30]4[C:26](=[CH:25][CH:24]=3)[C:27](=[O:31])[O:28][CH2:29]4)[CH2:13][CH2:12]2)=[O:9])=[CH:6][C:5]=1[O:19][CH3:20])#[N:3], predict the reactants needed to synthesize it. The reactants are: Cl.[C:2]([C:4]1[CH:18]=[CH:17][C:7]([C:8]([NH:10][CH:11]2[CH2:16][CH2:15][NH:14][CH2:13][CH2:12]2)=[O:9])=[CH:6][C:5]=1[O:19][CH3:20])#[N:3].[CH3:21][C:22]1[C:30]2[CH2:29][O:28][C:27](=[O:31])[C:26]=2[CH:25]=[CH:24][C:23]=1[CH2:32][CH:33]=O. (3) Given the product [CH3:23][N:17]1[C:16](=[O:24])[C:15]2=[N:14][CH:3]=[CH:4][N:20]2[N:19]=[C:18]1[S:21][CH3:22], predict the reactants needed to synthesize it. The reactants are: CO[CH:3](OC)[CH2:4]Br.Br.C(=O)([O-])O.[Na+].[NH2:14][C:15]1[C:16](=[O:24])[N:17]([CH3:23])[C:18]([S:21][CH3:22])=[N:19][N:20]=1.